Dataset: Peptide-MHC class II binding affinity with 134,281 pairs from IEDB. Task: Regression. Given a peptide amino acid sequence and an MHC pseudo amino acid sequence, predict their binding affinity value. This is MHC class II binding data. (1) The peptide sequence is KQLTKSIESFGEWIE. The MHC is DRB1_0101 with pseudo-sequence DRB1_0101. The binding affinity (normalized) is 0.414. (2) The peptide sequence is IHIGDSSKVTITDTT. The MHC is DRB1_1101 with pseudo-sequence DRB1_1101. The binding affinity (normalized) is 0.